This data is from Reaction yield outcomes from USPTO patents with 853,638 reactions. The task is: Predict the reaction yield, written as a fraction of the theoretical maximum amount of product (1.0 means a 100% yield; for example, 0.34 means a 34% yield). (1) The reactants are Cl[C:2]1[CH:9]=[N:8][CH:7]=[C:6]([Cl:10])[C:3]=1[C:4]#[N:5].[O:11]([C:18]1[CH:23]=[CH:22][C:21](B(O)O)=[CH:20][CH:19]=1)[C:12]1[CH:17]=[CH:16][CH:15]=[CH:14][CH:13]=1.P([O-])([O-])([O-])=O.[K+].[K+].[K+]. The catalyst is C([O-])(=O)C.[Pd+2].C([O-])(=O)C.C(P(C(C)(C)C)[C-]1C=CC=C1)(C)(C)C.[C-]1(P(C(C)(C)C)C(C)(C)C)C=CC=C1.[Fe+2].O1CCOCC1. The product is [Cl:10][C:6]1[CH:7]=[N:8][CH:9]=[C:2]([C:21]2[CH:22]=[CH:23][C:18]([O:11][C:12]3[CH:17]=[CH:16][CH:15]=[CH:14][CH:13]=3)=[CH:19][CH:20]=2)[C:3]=1[C:4]#[N:5]. The yield is 0.550. (2) The reactants are [CH3:1][S:2](Cl)(=[O:4])=[O:3].[Cl:6][C:7]1[N:12]=[C:11]([CH:13]2[CH2:15][CH2:14]2)[C:10]([C:16]([F:19])([F:18])[F:17])=[C:9]([CH2:20][OH:21])[CH:8]=1.C(N(CC)CC)C. The catalyst is ClCCl. The product is [CH3:1][S:2]([O:21][CH2:20][C:9]1[CH:8]=[C:7]([Cl:6])[N:12]=[C:11]([CH:13]2[CH2:14][CH2:15]2)[C:10]=1[C:16]([F:17])([F:18])[F:19])(=[O:4])=[O:3]. The yield is 0.720. (3) The reactants are [OH:1][CH:2]1[CH2:5][N:4]([C:6]([O:8][C:9]([CH3:12])([CH3:11])[CH3:10])=[O:7])[CH2:3]1.C(N(CC)CC)C.[CH3:20][S:21](Cl)(=[O:23])=[O:22]. The catalyst is O1CCCC1. The product is [CH3:20][S:21]([O:1][CH:2]1[CH2:3][N:4]([C:6]([O:8][C:9]([CH3:12])([CH3:11])[CH3:10])=[O:7])[CH2:5]1)(=[O:23])=[O:22]. The yield is 0.980. (4) The reactants are [Br:1][C:2]1[CH:11]=[C:10]([C:12]([NH:14][CH2:15][C:16]2[CH:21]=[CH:20][CH:19]=[C:18]([N+:22]([O-])=O)[CH:17]=2)=[O:13])[CH:9]=[CH:8][C:3]=1[C:4]([O:6][CH3:7])=[O:5]. The catalyst is O.C(O)(=O)C.[Fe]. The product is [NH2:22][C:18]1[CH:17]=[C:16]([CH2:15][NH:14][C:12]([C:10]2[CH:9]=[CH:8][C:3]([C:4]([O:6][CH3:7])=[O:5])=[C:2]([Br:1])[CH:11]=2)=[O:13])[CH:21]=[CH:20][CH:19]=1. The yield is 0.870.